Dataset: Forward reaction prediction with 1.9M reactions from USPTO patents (1976-2016). Task: Predict the product of the given reaction. (1) Given the reactants [F:1][C:2]1[CH:11]=[CH:10][CH:9]=[C:8]2[C:3]=1[C:4]([CH2:19][C:20]([O:22][C:23](C)(C)C)=[O:21])=[N:5][C:6]([N:12]1[CH2:17][CH2:16][N:15]([CH3:18])[CH2:14][CH2:13]1)=[N:7]2.Cl, predict the reaction product. The product is: [F:1][C:2]1[CH:11]=[CH:10][CH:9]=[C:8]2[C:3]=1[C:4]([CH2:19][C:20]([O:22][CH3:23])=[O:21])=[N:5][C:6]([N:12]1[CH2:17][CH2:16][N:15]([CH3:18])[CH2:14][CH2:13]1)=[N:7]2. (2) Given the reactants [B:10]1([B:10]2[O:14][C:13]([CH3:16])([CH3:15])[C:12]([CH3:18])([CH3:17])[O:11]2)[O:14][C:13]([CH3:16])([CH3:15])[C:12]([CH3:18])([CH3:17])[O:11]1.Br[C:20]1[CH:29]=[CH:28][CH:27]=[C:26]2[C:21]=1[CH:22]=[CH:23][C:24]([S:30]([N:33]([C:42]1[S:43][C:44]([F:47])=[CH:45][N:46]=1)[CH2:34][O:35][CH2:36][CH2:37][Si:38]([CH3:41])([CH3:40])[CH3:39])(=[O:32])=[O:31])=[CH:25]2.C([O-])(=O)C.[K+], predict the reaction product. The product is: [F:47][C:44]1[S:43][C:42]([N:33]([CH2:34][O:35][CH2:36][CH2:37][Si:38]([CH3:41])([CH3:40])[CH3:39])[S:30]([C:24]2[CH:23]=[CH:22][C:21]3[C:26](=[CH:27][CH:28]=[CH:29][C:20]=3[B:10]3[O:11][C:12]([CH3:17])([CH3:18])[C:13]([CH3:15])([CH3:16])[O:14]3)[CH:25]=2)(=[O:31])=[O:32])=[N:46][CH:45]=1. (3) Given the reactants [OH:1][C:2]1[C:3](=[O:9])[CH:4]=[CH:5][CH:6]=[CH:7][CH:8]=1.[N+:10]([C:13]1[CH:18]=[CH:17][C:16]([S:19](Cl)(=[O:21])=[O:20])=[CH:15][CH:14]=1)([O-:12])=[O:11].O, predict the reaction product. The product is: [N+:10]([C:13]1[CH:14]=[CH:15][C:16]([S:19]([O:9][C:3]2[C:2](=[O:1])[CH:8]=[CH:7][CH:6]=[CH:5][CH:4]=2)(=[O:21])=[O:20])=[CH:17][CH:18]=1)([O-:12])=[O:11]. (4) The product is: [CH:13]1([CH2:16][N:17]2[CH2:22][CH2:21][N:20]([C:35]([C@H:32]3[CH2:33][CH2:34][N:30]([C:28]([O:27][C:23]([CH3:26])([CH3:25])[CH3:24])=[O:29])[CH2:31]3)=[O:36])[CH2:19][CH2:18]2)[CH2:15][CH2:14]1. Given the reactants C1C=CC2N(O)N=NC=2C=1.Cl.Cl.[CH:13]1([CH2:16][N:17]2[CH2:22][CH2:21][NH:20][CH2:19][CH2:18]2)[CH2:15][CH2:14]1.[C:23]([O:27][C:28]([N:30]1[CH2:34][CH2:33][C@H:32]([C:35](O)=[O:36])[CH2:31]1)=[O:29])([CH3:26])([CH3:25])[CH3:24].C(N(C(C)C)CC)(C)C, predict the reaction product. (5) Given the reactants [F:1][C:2]([F:33])([F:32])[C:3]1[CH:4]=[C:5]([C@H:13]2[O:17][C:16](=[O:18])[N:15]([CH2:19][C:20]3[CH:25]=[C:24]([C:26]([F:29])([F:28])[F:27])[CH:23]=[CH:22][C:21]=3I)[C@H:14]2[CH3:31])[CH:6]=[C:7]([C:9]([F:12])([F:11])[F:10])[CH:8]=1.[N:34]1([C:39]2[CH:40]=[C:41](B(O)O)[CH:42]=[CH:43][CH:44]=2)[CH2:38][CH2:37][CH2:36][CH2:35]1.C(=O)([O-])[O-].[Na+].[Na+].CCOC(C)=O, predict the reaction product. The product is: [F:1][C:2]([F:33])([F:32])[C:3]1[CH:4]=[C:5]([C@H:13]2[O:17][C:16](=[O:18])[N:15]([CH2:19][C:20]3[CH:25]=[C:24]([C:26]([F:29])([F:28])[F:27])[CH:23]=[CH:22][C:21]=3[C:41]3[CH:42]=[CH:43][CH:44]=[C:39]([N:34]4[CH2:35][CH2:36][CH2:37][CH2:38]4)[CH:40]=3)[C@H:14]2[CH3:31])[CH:6]=[C:7]([C:9]([F:12])([F:11])[F:10])[CH:8]=1.